Dataset: KCNQ2 potassium channel screen with 302,405 compounds. Task: Binary Classification. Given a drug SMILES string, predict its activity (active/inactive) in a high-throughput screening assay against a specified biological target. (1) The result is 0 (inactive). The molecule is s1c(CN2CC(CCC2)C(=O)c2cc(c(OC)c(c2)C)C)cnc1C. (2) The compound is N1(CCN(CC1)c1ncccc1)Cc1[nH]c2c(n1)cccc2. The result is 0 (inactive). (3) The drug is O(C(C(=O)Nc1c(n(n(c1=O)c1ccccc1)C)C)C)C(=O)CCc1ccccc1. The result is 0 (inactive).